From a dataset of Full USPTO retrosynthesis dataset with 1.9M reactions from patents (1976-2016). Predict the reactants needed to synthesize the given product. (1) Given the product [C:8]([C:5]1[CH:4]=[CH:3][C:2]([O:1][CH:14]([CH2:20][CH2:21][CH2:22][CH2:23][CH2:24][CH2:25][CH2:26][CH3:27])[C:15]([O:17][CH2:18][CH3:19])=[O:16])=[CH:7][CH:6]=1)(=[O:12])[CH2:9][CH2:10][CH3:11], predict the reactants needed to synthesize it. The reactants are: [OH:1][C:2]1[CH:7]=[CH:6][C:5]([C:8](=[O:12])[CH2:9][CH2:10][CH3:11])=[CH:4][CH:3]=1.Br[CH:14]([CH2:20][CH2:21][CH2:22][CH2:23][CH2:24][CH2:25][CH2:26][CH3:27])[C:15]([O:17][CH2:18][CH3:19])=[O:16]. (2) Given the product [CH2:15]([O:16][C:3]1[CH:8]=[C:7]([C:9]2[C:10]([C:21]3[O:22][CH:23]=[CH:24][CH:25]=3)=[N:11][C:12]([NH2:20])=[N:13][C:14]=2[C:15]2[O:16][CH:17]=[CH:18][CH:19]=2)[CH:6]=[CH:5][N:4]=1)[CH2:14][CH2:9][CH3:7], predict the reactants needed to synthesize it. The reactants are: [Na].F[C:3]1[CH:8]=[C:7]([C:9]2[C:10]([C:21]3[O:22][CH:23]=[CH:24][CH:25]=3)=[N:11][C:12]([NH2:20])=[N:13][C:14]=2[C:15]2[O:16][CH:17]=[CH:18][CH:19]=2)[CH:6]=[CH:5][N:4]=1. (3) The reactants are: Cl[C:2](OC1C=CC([N+]([O-])=O)=CC=1)=[O:3].CCN(C(C)C)C(C)C.[CH3:23][N:24]1[CH2:29][CH2:28][N:27]([CH3:30])[CH2:26][C@H:25]1[CH2:31][OH:32].[F:33][C:34]1[CH:39]=[C:38]([F:40])[CH:37]=[CH:36][C:35]=1[N:41]1[CH2:46][CH2:45][NH:44][CH2:43][CH2:42]1. Given the product [F:33][C:34]1[CH:39]=[C:38]([F:40])[CH:37]=[CH:36][C:35]=1[N:41]1[CH2:42][CH2:43][N:44]([C:2]([O:32][CH2:31][C@@H:25]2[CH2:26][N:27]([CH3:30])[CH2:28][CH2:29][N:24]2[CH3:23])=[O:3])[CH2:45][CH2:46]1, predict the reactants needed to synthesize it. (4) Given the product [O:9]1[C@H:8]([CH2:10][OH:28])[C@H:6]([OH:7])[C@H:4]([OH:5])[CH:2]=[CH:1]1, predict the reactants needed to synthesize it. The reactants are: [CH:1]1(F)[O:9][C@@H:8]([CH3:10])[C@@H:6]([OH:7])[C@@H:4]([OH:5])[C@@H:2]1O.C(C1C(C(C)(C)C)=NC=CC=1)(C)(C)C.CC[O:28]CC. (5) The reactants are: [CH2:1]([O:3][C:4]([C:6]1[CH:11]=[CH:10][C:9]([S:12]([O-:15])(=O)=[O:13])=[CH:8][CH:7]=1)=[O:5])[CH3:2].[K+].O=P(Cl)(Cl)[Cl:19]. Given the product [CH2:1]([O:3][C:4]([C:6]1[CH:11]=[CH:10][C:9]([S:12]([Cl:19])(=[O:15])=[O:13])=[CH:8][CH:7]=1)=[O:5])[CH3:2], predict the reactants needed to synthesize it. (6) Given the product [CH3:22][C:15]1[CH:16]=[C:17]([C:19]([OH:21])=[O:20])[NH:18][C:14]=1[CH:12]=[C:4]1[C:5]2[C:10](=[CH:9][CH:8]=[CH:7][CH:6]=2)[N:2]([CH3:1])[C:3]1=[O:11], predict the reactants needed to synthesize it. The reactants are: [CH3:1][N:2]1[C:10]2[C:5](=[CH:6][CH:7]=[CH:8][CH:9]=2)[CH2:4][C:3]1=[O:11].[CH:12]([C:14]1[NH:18][C:17]([C:19]([OH:21])=[O:20])=[CH:16][C:15]=1[CH3:22])=O. (7) Given the product [CH2:14]([O:13][C:11]([C:9]1[O:10][C:6]2[CH:5]=[CH:4][CH:3]=[C:2]([N:19]3[CH2:18][CH2:17][N:16]([C:22]([O:24][C:25]([CH3:28])([CH3:27])[CH3:26])=[O:23])[CH2:21][CH2:20]3)[C:7]=2[CH:8]=1)=[O:12])[CH3:15], predict the reactants needed to synthesize it. The reactants are: Cl[C:2]1[C:7]2[CH:8]=[C:9]([C:11]([O:13][CH2:14][CH3:15])=[O:12])[O:10][C:6]=2[CH:5]=[CH:4][CH:3]=1.[N:16]1([C:22]([O:24][C:25]([CH3:28])([CH3:27])[CH3:26])=[O:23])[CH2:21][CH2:20][NH:19][CH2:18][CH2:17]1.C1(P(C2CCCCC2)C2C=CC=CC=2C2C(C(C)C)=CC(C(C)C)=CC=2C(C)C)CCCCC1.C(=O)([O-])[O-].[Cs+].[Cs+].